This data is from Experimentally validated miRNA-target interactions with 360,000+ pairs, plus equal number of negative samples. The task is: Binary Classification. Given a miRNA mature sequence and a target amino acid sequence, predict their likelihood of interaction. (1) The protein sequence of the target gene is MMLSWKQLILLSFIGCLAGELLLQGPVFIKEPSNSIFPVDSEDKKITLNCEARGNPSPHYRWQLNGSDIDTSLDHRYKLNGGNLIVINPNRNWDTGSYQCFATNSLGTIVSREAKLQFAYLENFKTRMRSTVSVREGQGVVLLCGPPPHSGELSYAWVFNEYPSFVEEDSRRFVSQETGHLYIAKVEPSDVGNYTCVVTSTVTNTRVLGSPTPLVLRSDGVMGEYEPKIEVQFPETLPAAKGSTVRLECFALGNPVPQINWRRSDGMPFPNKIKLRKFNGMLEIQNFQQEDTGSYECIAE.... Result: 0 (no interaction). The miRNA is mmu-miR-5120 with sequence UUUGGGGCUGUGGUGCCACCAGC. (2) The miRNA is rno-miR-450a-5p with sequence UUUUGCGAUGUGUUCCUAAUGU. The protein sequence of the target gene is MSVSRTMEDSCELDLVYVTERIIAVSFPSTANEENFRSNLREVAQMLKSKHGGNYLLFNLSERRPDITKLHAKVLEFGWPDLHTPALEKICSICKAMDTWLNADPHNVVVLHNKGNRGRIGVVIAAYMHYSNISASADQALDRFAMKRFYEDKIVPIGQPSQRRYVHYFSGLLSGSIKMNNKPLFLHHVIMHGIPNFESKGGCRPFLRIYQAMQPVYTSGIYNIPGDSQTSVCITIEPGLLLKGDILLKCYHKKFRSPARDVIFRVQFHTCAIHDLGVVFGKEDLDDAFKDDRFPEYGKV.... Result: 0 (no interaction). (3) The miRNA is hsa-miR-3202 with sequence UGGAAGGGAGAAGAGCUUUAAU. The protein sequence of the target gene is MPLGLGRRKKAPPLVENEEAEPGRGGLGVGEPGPLGGGGSGGPQMGLPPPPPALRPRLVFHTQLAHGSPTGRIEGFTNVKELYGKIAEAFRLPTAEVMFCTLNTHKVDMDKLLGGQIGLEDFIFAHVKGQRKEVEVFKSEDALGLTITDNGAGYAFIKRIKEGSVIDHIHLISVGDMIEAINGQSLLGCRHYEVARLLKELPRGRTFTLKLTEPRKAFDMISQRSAGGRPGSGPQLGTGRGTLRLRSRGPATVEDLPSAFEEKAIEKVDDLLESYMGIRDTELAATMVELGKDKRNPDEL.... Result: 1 (interaction).